This data is from Catalyst prediction with 721,799 reactions and 888 catalyst types from USPTO. The task is: Predict which catalyst facilitates the given reaction. (1) Reactant: [N+:1]([C:4]1[C:5]([NH:23][CH2:24][C@H:25]2[CH2:30][CH2:29][C@H:28]([N:31]3[CH2:34][CH:33](O)[CH2:32]3)[CH2:27][CH2:26]2)=[N:6][C:7]([NH:10][CH2:11][C:12]2[CH:17]=[CH:16][CH:15]=[CH:14][C:13]=2[O:18][C:19]([F:22])([F:21])[F:20])=[N:8][CH:9]=1)([O-:3])=[O:2].C(N(S(F)(F)[F:42])CC)C.C([O-])(O)=O.[Na+]. Product: [F:42][CH:33]1[CH2:34][N:31]([C@H:28]2[CH2:27][CH2:26][C@H:25]([CH2:24][NH:23][C:5]3[C:4]([N+:1]([O-:3])=[O:2])=[CH:9][N:8]=[C:7]([NH:10][CH2:11][C:12]4[CH:17]=[CH:16][CH:15]=[CH:14][C:13]=4[O:18][C:19]([F:20])([F:21])[F:22])[N:6]=3)[CH2:30][CH2:29]2)[CH2:32]1. The catalyst class is: 2. (2) Reactant: II.Br[CH2:4][CH2:5][CH:6]([O:9][CH3:10])[O:7][CH3:8].[Cl:11][C:12]1[CH:17]=[C:16]([CH:18]=[O:19])[C:15]([F:20])=[CH:14][N:13]=1.[NH4+].[Cl-]. Product: [Cl:11][C:12]1[CH:17]=[C:16]([CH:18]([OH:19])[CH2:4][CH2:5][CH:6]([O:9][CH3:10])[O:7][CH3:8])[C:15]([F:20])=[CH:14][N:13]=1. The catalyst class is: 20.